Predict which catalyst facilitates the given reaction. From a dataset of Catalyst prediction with 721,799 reactions and 888 catalyst types from USPTO. (1) Reactant: [Br:1][C:2]1[CH:6]=[CH:5][S:4][C:3]=1[Cl:7].C([N-]C(C)C)(C)C.[Li+].CN([CH:19]=[O:20])C.C(O)(=O)CC(CC(O)=O)(C(O)=O)O. Product: [Br:1][C:2]1[CH:6]=[C:5]([CH:19]=[O:20])[S:4][C:3]=1[Cl:7]. The catalyst class is: 56. (2) Reactant: [NH2:1][C@@H:2]([CH3:5])[CH2:3][OH:4].Br[CH2:7][CH2:8][CH2:9][CH:10](Br)[CH3:11].C([O-])([O-])=O.[Na+].[Na+]. Product: [CH3:7][C@H:8]1[CH2:9][CH2:10][CH2:11][N:1]1[C@@H:2]([CH3:5])[CH2:3][OH:4]. The catalyst class is: 14. (3) Reactant: [Cl:1][C:2]1[CH:7]=[CH:6][C:5]([S:8]([N:11]2[CH:16]=[CH:15][C:14](=O)[C:13](=[CH:18][N:19](C)C)[CH:12]2[C:22]([O:24][CH2:25][CH3:26])=[O:23])(=[O:10])=[O:9])=[CH:4][CH:3]=1.C(O)(=O)C.O.[NH2:32]N. Product: [Cl:1][C:2]1[CH:3]=[CH:4][C:5]([S:8]([N:11]2[CH:16]=[CH:15][C:14]3[NH:32][N:19]=[CH:18][C:13]=3[CH:12]2[C:22]([O:24][CH2:25][CH3:26])=[O:23])(=[O:10])=[O:9])=[CH:6][CH:7]=1. The catalyst class is: 14. (4) Reactant: C(=O)([O-])[O-].[K+].[K+].[CH:7]1(Br)[CH2:11][CH2:10][CH2:9][CH2:8]1.CN(C=O)C.[Br:18][C:19]1[CH:20]=[CH:21][C:22]([OH:28])=[C:23]([C:25](=[O:27])[CH3:26])[CH:24]=1. Product: [Br:18][C:19]1[CH:20]=[CH:21][C:22]([O:28][CH:7]2[CH2:11][CH2:10][CH2:9][CH2:8]2)=[C:23]([C:25](=[O:27])[CH3:26])[CH:24]=1. The catalyst class is: 6. (5) The catalyst class is: 4. Product: [OH:21][C:19]([C:18]([F:23])([F:22])[F:17])=[O:20].[NH2:7][CH2:8][CH:9]1[CH2:14][CH2:13][CH:12]([OH:15])[CH2:11][CH2:10]1. Reactant: C(OC(=O)[NH:7][CH2:8][CH:9]1[CH2:14][CH2:13][CH:12]([OH:15])[CH2:11][CH2:10]1)(C)(C)C.[F:17][C:18]([F:23])([F:22])[C:19]([OH:21])=[O:20]. (6) Reactant: [C:1]1([C@H:7]2[C@@H:11]([C:12]3[CH:17]=[CH:16][CH:15]=[CH:14][CH:13]=3)[NH:10][C:9](=[S:18])[NH:8]2)[CH:6]=[CH:5][CH:4]=[CH:3][CH:2]=1.[F:19][C:20]([F:30])([F:29])[C:21]1[CH:22]=[C:23]([CH:26]=[CH:27][CH:28]=1)[CH2:24][Cl:25]. Product: [ClH:25].[F:19][C:20]([F:29])([F:30])[C:21]1[CH:22]=[C:23]([CH:26]=[CH:27][CH:28]=1)[CH2:24][S:18][C:9]1[NH:8][C@H:7]([C:1]2[CH:2]=[CH:3][CH:4]=[CH:5][CH:6]=2)[C@H:11]([C:12]2[CH:13]=[CH:14][CH:15]=[CH:16][CH:17]=2)[N:10]=1. The catalyst class is: 14.